The task is: Predict the product of the given reaction.. This data is from Forward reaction prediction with 1.9M reactions from USPTO patents (1976-2016). (1) Given the reactants [H-].[Al+3].[Li+].[H-].[H-].[H-].[CH3:7][CH:8]1[CH2:19][C:18]2[C:10](=[CH:11][C:12]3[CH2:13][CH2:14][CH2:15][C:16]=3[CH:17]=2)[C:9]1=O.Cl, predict the reaction product. The product is: [CH3:7][C:8]1[CH2:19][C:18]2[CH:17]=[C:16]3[C:12](=[CH:11][C:10]=2[CH:9]=1)[CH2:13][CH2:14][CH2:15]3. (2) The product is: [CH2:24]([N:31]([CH2:32][CH3:33])[C:21](=[O:22])[CH2:20][N:9]([C:6]1[CH:7]=[N:8][C:3]([O:2][CH3:1])=[CH:4][CH:5]=1)[S:10]([C:13]1[C:18]([CH3:19])=[CH:17][CH:16]=[CH:15][N:14]=1)(=[O:11])=[O:12])[C:25]1[CH:30]=[CH:29][CH:28]=[CH:27][CH:26]=1. Given the reactants [CH3:1][O:2][C:3]1[N:8]=[CH:7][C:6]([N:9]([CH2:20][C:21](O)=[O:22])[S:10]([C:13]2[C:18]([CH3:19])=[CH:17][CH:16]=[CH:15][N:14]=2)(=[O:12])=[O:11])=[CH:5][CH:4]=1.[CH2:24]([NH:31][CH2:32][CH3:33])[C:25]1[CH:30]=[CH:29][CH:28]=[CH:27][CH:26]=1, predict the reaction product. (3) Given the reactants [F:1][C:2]([F:22])([F:21])[C:3]1[CH:8]=[CH:7][C:6]([C:9]2[N:14]=[C:13]([C@H:15]([OH:20])[CH2:16][CH2:17][CH2:18][CH3:19])[CH:12]=[CH:11][CH:10]=2)=[CH:5][CH:4]=1.[Cl:23][C:24]1[CH:31]=[C:30](O)[CH:29]=[CH:28][C:25]=1[CH:26]=[O:27], predict the reaction product. The product is: [Cl:23][C:24]1[CH:31]=[C:30]([O:20][C@H:15]([C:13]2[CH:12]=[CH:11][CH:10]=[C:9]([C:6]3[CH:5]=[CH:4][C:3]([C:2]([F:21])([F:1])[F:22])=[CH:8][CH:7]=3)[N:14]=2)[CH2:16][CH2:17][CH2:18][CH3:19])[CH:29]=[CH:28][C:25]=1[CH:26]=[O:27]. (4) The product is: [Cl:1][C:2]1[CH:3]=[C:4]2[C:9](=[CH:10][C:11]=1[O:12][C:13]1[CH:14]=[CH:15][C:16]([C:19](=[O:34])[NH:20][C:21]3[CH:26]=[CH:25][CH:24]=[C:23]([C:27]4[CH:32]=[CH:31][C:30]([Cl:33])=[CH:29][CH:28]=4)[N:22]=3)=[CH:17][CH:18]=1)[O:8][CH2:7][CH2:6][CH:5]2[C:35]([OH:37])=[O:36]. Given the reactants [Cl:1][C:2]1[CH:3]=[C:4]2[C:9](=[CH:10][C:11]=1[O:12][C:13]1[CH:18]=[CH:17][C:16]([C:19](=[O:34])[NH:20][C:21]3[CH:26]=[CH:25][CH:24]=[C:23]([C:27]4[CH:32]=[CH:31][C:30]([Cl:33])=[CH:29][CH:28]=4)[N:22]=3)=[CH:15][CH:14]=1)[O:8][CH2:7][CH2:6][CH:5]2[C:35]([O:37]CC)=[O:36].[OH-].[Na+].C(O)C, predict the reaction product.